Dataset: CYP3A4 inhibition data for predicting drug metabolism from PubChem BioAssay. Task: Regression/Classification. Given a drug SMILES string, predict its absorption, distribution, metabolism, or excretion properties. Task type varies by dataset: regression for continuous measurements (e.g., permeability, clearance, half-life) or binary classification for categorical outcomes (e.g., BBB penetration, CYP inhibition). Dataset: cyp3a4_veith. (1) The drug is Cc1cnc(C(=O)OCC(=O)NC(C)C)cn1. The result is 0 (non-inhibitor). (2) The compound is COc1ccc(CNC(=O)c2csc(Cc3ccc(OC)cc3)n2)cc1. The result is 1 (inhibitor). (3) The compound is CCn1c(COc2ccccc2)nnc1SCC(=O)c1cccc([N+](=O)[O-])c1. The result is 1 (inhibitor). (4) The drug is O=C(Cc1ccccc1)NC(Nc1cccc2ccccc12)C(Cl)(Cl)Cl. The result is 1 (inhibitor).